Dataset: NCI-60 drug combinations with 297,098 pairs across 59 cell lines. Task: Regression. Given two drug SMILES strings and cell line genomic features, predict the synergy score measuring deviation from expected non-interaction effect. (1) Synergy scores: CSS=17.3, Synergy_ZIP=-1.37, Synergy_Bliss=-7.25, Synergy_Loewe=-14.4, Synergy_HSA=-7.88. Cell line: NCI-H322M. Drug 2: CS(=O)(=O)OCCCCOS(=O)(=O)C. Drug 1: CCCCC(=O)OCC(=O)C1(CC(C2=C(C1)C(=C3C(=C2O)C(=O)C4=C(C3=O)C=CC=C4OC)O)OC5CC(C(C(O5)C)O)NC(=O)C(F)(F)F)O. (2) Cell line: U251. Synergy scores: CSS=14.4, Synergy_ZIP=-5.90, Synergy_Bliss=-11.8, Synergy_Loewe=-45.5, Synergy_HSA=-14.3. Drug 2: C(CN)CNCCSP(=O)(O)O. Drug 1: CN(CC1=CN=C2C(=N1)C(=NC(=N2)N)N)C3=CC=C(C=C3)C(=O)NC(CCC(=O)O)C(=O)O. (3) Drug 1: CC1OCC2C(O1)C(C(C(O2)OC3C4COC(=O)C4C(C5=CC6=C(C=C35)OCO6)C7=CC(=C(C(=C7)OC)O)OC)O)O. Drug 2: CC1CCC2CC(C(=CC=CC=CC(CC(C(=O)C(C(C(=CC(C(=O)CC(OC(=O)C3CCCCN3C(=O)C(=O)C1(O2)O)C(C)CC4CCC(C(C4)OC)O)C)C)O)OC)C)C)C)OC. Cell line: IGROV1. Synergy scores: CSS=46.8, Synergy_ZIP=-12.9, Synergy_Bliss=-7.26, Synergy_Loewe=-6.82, Synergy_HSA=1.16.